From a dataset of Reaction yield outcomes from USPTO patents with 853,638 reactions. Predict the reaction yield, written as a fraction of the theoretical maximum amount of product (1.0 means a 100% yield; for example, 0.34 means a 34% yield). (1) The reactants are [CH:1]1([C:6]2([CH2:14][CH2:15][C:16]3[CH:21]=[CH:20][C:19]([O:22][CH3:23])=[CH:18][C:17]=3[O:24][CH3:25])[O:11][C:10](=[O:12])[CH2:9][C:8](=[O:13])[CH2:7]2)[CH2:5][CH2:4][CH2:3][CH2:2]1.C(N(CC)CC)C.[CH3:33][C:34]1[CH:38]=[C:37]([CH2:39][C:40](O)=[O:41])[O:36][N:35]=1.C(Cl)CCl. The catalyst is C(Cl)Cl.CN(C1C=CN=CC=1)C. The product is [CH:1]1([C:6]2([CH2:14][CH2:15][C:16]3[CH:21]=[CH:20][C:19]([O:22][CH3:23])=[CH:18][C:17]=3[O:24][CH3:25])[O:11][C:10](=[O:12])[C:9]([C:40](=[O:41])[CH2:39][C:37]3[O:36][N:35]=[C:34]([CH3:33])[CH:38]=3)=[C:8]([OH:13])[CH2:7]2)[CH2:5][CH2:4][CH2:3][CH2:2]1. The yield is 0.370. (2) The reactants are [Cl:1][C:2]1[CH:11]=[C:10]2[C:5]([C:6](=O)[NH:7][CH:8]=[N:9]2)=[CH:4][C:3]=1[N+:13]([O-:15])=[O:14].P(Cl)(Cl)([Cl:18])=O.CN(C=O)C. The catalyst is S(Cl)(Cl)=O. The product is [Cl:18][C:6]1[C:5]2[C:10](=[CH:11][C:2]([Cl:1])=[C:3]([N+:13]([O-:15])=[O:14])[CH:4]=2)[N:9]=[CH:8][N:7]=1. The yield is 0.810. (3) The catalyst is C1COCC1. The yield is 0.720. The reactants are [CH3:1][N:2]([CH3:20])[C:3]([C:5]1[N:14]([CH:15]2[CH2:19][CH2:18][CH2:17][CH2:16]2)[C:8]2[N:9]=[C:10](Cl)[N:11]=[CH:12][C:7]=2[CH:6]=1)=[O:4].C(OC([N:28]1[CH2:33][CH2:32][CH:31]([NH:34][C:35]([C:37]2[CH:38]=[N:39][C:40]([NH2:43])=[CH:41][CH:42]=2)=[O:36])[CH2:30][CH2:29]1)=O)(C)(C)C.CCCC[N+](CCCC)(CCCC)CCCC.[F-]. The product is [CH3:1][N:2]([CH3:20])[C:3]([C:5]1[N:14]([CH:15]2[CH2:19][CH2:18][CH2:17][CH2:16]2)[C:8]2[N:9]=[C:10]([NH:43][C:40]3[CH:41]=[CH:42][C:37]([C:35](=[O:36])[NH:34][CH:31]4[CH2:32][CH2:33][NH:28][CH2:29][CH2:30]4)=[CH:38][N:39]=3)[N:11]=[CH:12][C:7]=2[CH:6]=1)=[O:4].